From a dataset of Catalyst prediction with 721,799 reactions and 888 catalyst types from USPTO. Predict which catalyst facilitates the given reaction. (1) Reactant: [OH:1][C:2]1[CH:3]=[C:4]2[C:8](=[CH:9][CH:10]=1)[NH:7][CH:6]=[CH:5]2.C(=O)([O-])[O-].[K+].[K+].[CH:17](I)([CH3:19])[CH3:18]. Product: [CH:17]([O:1][C:2]1[CH:3]=[C:4]2[C:8](=[CH:9][CH:10]=1)[NH:7][CH:6]=[CH:5]2)([CH3:19])[CH3:18]. The catalyst class is: 10. (2) Reactant: [CH3:1][O:2][N:3]=[C:4]1[C:12]2[C:7](=[C:8](Cl)[N:9]=[CH:10][CH:11]=2)[O:6][CH2:5]1.[CH3:14][O-:15].[Na+]. Product: [CH3:1][O:2][N:3]=[C:4]1[C:12]2[C:7](=[C:8]([O:15][CH3:14])[N:9]=[CH:10][CH:11]=2)[O:6][CH2:5]1. The catalyst class is: 5. (3) Reactant: [Cl:1][C:2]1[CH:7]=[CH:6][C:5]([C@@H:8]([NH2:10])[CH3:9])=[CH:4][CH:3]=1.[Cl:11][C:12]1[CH:17]=[CH:16][CH:15]=[CH:14][C:13]=1[CH2:18][N:19]1[C:24](=[O:25])[C:23]([C:26]([NH:28][CH2:29][C:30]([O:32]CC)=[O:31])=[O:27])=[C:22]([OH:35])[C:21]([C:36](OC)=[O:37])=[C:20]1[OH:40]. The catalyst class is: 22. Product: [Cl:1][C:2]1[CH:7]=[CH:6][C:5]([C@@H:8]([NH:10][C:36]([C:21]2[C:22]([OH:35])=[C:23]([C:26]([NH:28][CH2:29][C:30]([OH:32])=[O:31])=[O:27])[C:24](=[O:25])[N:19]([CH2:18][C:13]3[CH:14]=[CH:15][CH:16]=[CH:17][C:12]=3[Cl:11])[C:20]=2[OH:40])=[O:37])[CH3:9])=[CH:4][CH:3]=1. (4) Reactant: [Br:1][C:2]1[C:3]([CH3:27])=[N:4][N:5]([CH2:14][CH2:15]OS(C2C=CC(C)=CC=2)(=O)=O)[C:6]=1[C:7]1[CH:12]=[CH:11][C:10]([F:13])=[CH:9][CH:8]=1.[NH:28]1[CH:32]=[CH:31][CH:30]=[N:29]1.C(=O)([O-])[O-].[K+].[K+]. Product: [Br:1][C:2]1[C:3]([CH3:27])=[N:4][N:5]([CH2:14][CH2:15][N:28]2[CH:32]=[CH:31][CH:30]=[N:29]2)[C:6]=1[C:7]1[CH:8]=[CH:9][C:10]([F:13])=[CH:11][CH:12]=1. The catalyst class is: 148.